Dataset: Reaction yield outcomes from USPTO patents with 853,638 reactions. Task: Predict the reaction yield, written as a fraction of the theoretical maximum amount of product (1.0 means a 100% yield; for example, 0.34 means a 34% yield). (1) The reactants are [C:1]([O:4][C@H:5]1[C@H:10]([O:11][C:12](=[O:14])[CH3:13])[CH2:9][C@H:8]([C:15]2[CH:20]=[CH:19][N:18]=[CH:17][C:16]=2[N+:21]([O-])=O)[O:7][C@@H:6]1[CH:24]1[CH2:26][CH2:25]1)(=[O:3])[CH3:2]. The catalyst is CC(O)=O.[Fe]. The product is [C:1]([O:4][C@@H:5]1[C@@H:10]([O:11][C:12](=[O:14])[CH3:13])[CH2:9][C@@H:8]([C:15]2[CH:20]=[CH:19][N:18]=[CH:17][C:16]=2[NH2:21])[O:7][C@H:6]1[CH:24]1[CH2:26][CH2:25]1)(=[O:3])[CH3:2]. The yield is 0.430. (2) The reactants are [N:1]1[C:10]2[CH2:9][CH2:8][CH2:7][CH2:6][C:5]=2[C:4](O)=[N:3][C:2]=1O.[NH:13]([CH3:15])[CH3:14].C([O-])(O)=O.[Na+].O=P(Cl)(Cl)[Cl:23]. The catalyst is C1COCC1. The product is [Cl:23][C:2]1[N:3]=[C:4]([N:13]([CH3:15])[CH3:14])[C:5]2[CH2:6][CH2:7][CH2:8][CH2:9][C:10]=2[N:1]=1. The yield is 0.640. (3) The reactants are [CH3:1][C:2]1[N:7]=[CH:6][N:5]2[CH:8]=[CH:9][N:10]=[C:4]2[CH:3]=1.C([O-])(=O)C.[Na+].[Br:16]Br. The catalyst is C(O)(=O)C. The product is [Br:16][C:8]1[N:5]2[CH:6]=[N:7][C:2]([CH3:1])=[CH:3][C:4]2=[N:10][CH:9]=1. The yield is 0.420. (4) The reactants are Br[C:2]1[CH:3]=[N:4][CH:5]=[C:6]2[C:11]=1[N:10]=[C:9]([C:12]([NH2:14])=[O:13])[CH:8]=[CH:7]2.[F:15][C:16]([F:27])([F:26])[C:17]1[CH:22]=[CH:21][C:20](B(O)O)=[CH:19][CH:18]=1.C(=O)([O-])[O-].[Cs+].[Cs+]. The catalyst is O1CCOCC1.O.C1(P([C-]2C=CC=C2)C2C=CC=CC=2)C=CC=CC=1.[C-]1(P(C2C=CC=CC=2)C2C=CC=CC=2)C=CC=C1.[Fe+2].[Pd](Cl)Cl. The product is [F:15][C:16]([F:27])([F:26])[C:17]1[CH:22]=[CH:21][C:20]([C:2]2[CH:3]=[N:4][CH:5]=[C:6]3[C:11]=2[N:10]=[C:9]([C:12]([NH2:14])=[O:13])[CH:8]=[CH:7]3)=[CH:19][CH:18]=1. The yield is 0.830. (5) The reactants are C(OC([N:8]1[CH2:11][CH:10]([C:12]2[C:21]([N:22]3[CH2:27][CH2:26][CH2:25][CH2:24][CH2:23]3)=[N:20][C:19]3[C:14](=[CH:15][CH:16]=[CH:17][CH:18]=3)[N:13]=2)[CH2:9]1)=O)(C)(C)C.[ClH:28].CO. No catalyst specified. The product is [ClH:28].[NH:8]1[CH2:9][CH:10]([C:12]2[C:21]([N:22]3[CH2:23][CH2:24][CH2:25][CH2:26][CH2:27]3)=[N:20][C:19]3[C:14](=[CH:15][CH:16]=[CH:17][CH:18]=3)[N:13]=2)[CH2:11]1. The yield is 1.00. (6) The reactants are [NH2:1][C@@H:2]([CH2:8][C:9]1[CH:14]=[CH:13][CH:12]=[CH:11][CH:10]=1)[CH:3]([OH:7])[C:4]([OH:6])=[O:5].[C:15]([O:19][C:20](O[C:20]([O:19][C:15]([CH3:18])([CH3:17])[CH3:16])=[O:21])=[O:21])([CH3:18])([CH3:17])[CH3:16]. The catalyst is [OH-].[Na+].O1CCOCC1.O. The product is [C:15]([O:19][C:20]([NH:1][C@@H:2]([CH2:8][C:9]1[CH:14]=[CH:13][CH:12]=[CH:11][CH:10]=1)[CH:3]([OH:7])[C:4]([OH:6])=[O:5])=[O:21])([CH3:18])([CH3:17])[CH3:16]. The yield is 0.720. (7) The reactants are Br[C:2]1[CH:12]=[CH:11][C:5]2[S:6](=[O:10])(=[O:9])[CH2:7][CH2:8][C:4]=2[CH:3]=1.[B:13]1([B:13]2[O:17][C:16]([CH3:19])([CH3:18])[C:15]([CH3:21])([CH3:20])[O:14]2)[O:17][C:16]([CH3:19])([CH3:18])[C:15]([CH3:21])([CH3:20])[O:14]1.C([O-])(=O)C.[K+]. The catalyst is CS(C)=O.C1C=CC(P(C2C=CC=CC=2)[C-]2C=CC=C2)=CC=1.C1C=CC(P(C2C=CC=CC=2)[C-]2C=CC=C2)=CC=1.Cl[Pd]Cl.[Fe+2].C(Cl)Cl. The product is [O:9]=[S:6]1(=[O:10])[CH2:7][CH2:8][C:4]2[CH:3]=[C:2]([B:13]3[O:17][C:16]([CH3:19])([CH3:18])[C:15]([CH3:21])([CH3:20])[O:14]3)[CH:12]=[CH:11][C:5]1=2. The yield is 0.590.